This data is from Forward reaction prediction with 1.9M reactions from USPTO patents (1976-2016). The task is: Predict the product of the given reaction. (1) Given the reactants Br[C:2]1[CH:3]=[C:4]([C:14]([NH:16][CH2:17][C:18]2[C:19](=[O:28])[NH:20][C:21]([CH3:27])=[CH:22][C:23]=2[CH2:24][CH2:25][CH3:26])=[O:15])[C:5]2[CH:6]=[N:7][N:8]([CH:11]([CH3:13])[CH3:12])[C:9]=2[CH:10]=1.[N:29]1[CH:34]=[C:33](B(O)O)[CH:32]=[N:31][CH:30]=1, predict the reaction product. The product is: [CH3:12][CH:11]([N:8]1[C:9]2[CH:10]=[C:2]([C:33]3[CH:34]=[N:29][CH:30]=[N:31][CH:32]=3)[CH:3]=[C:4]([C:14]([NH:16][CH2:17][C:18]3[C:19](=[O:28])[NH:20][C:21]([CH3:27])=[CH:22][C:23]=3[CH2:24][CH2:25][CH3:26])=[O:15])[C:5]=2[CH:6]=[N:7]1)[CH3:13]. (2) Given the reactants [OH:1][C:2]([CH3:35])([CH3:34])[CH2:3][C@@:4]1([C:28]2[CH:33]=[CH:32][CH:31]=[CH:30][CH:29]=2)[O:9][C:8](=[O:10])[N:7]([C@H](C2C=CC(B3OC(C)(C)C(C)(C)O3)=CC=2)C)[CH2:6][CH2:5]1.BrC1C=CC(=O)N(C(F)F)C=1.C([O-])([O-])=O.[Cs+].[Cs+].O, predict the reaction product. The product is: [OH:1][C:2]([CH3:35])([CH3:34])[CH2:3][C:4]1([C:28]2[CH:33]=[CH:32][CH:31]=[CH:30][CH:29]=2)[O:9][C:8](=[O:10])[NH:7][CH2:6][CH2:5]1. (3) Given the reactants [O:1]1[CH:5]=[CH:4][CH:3]=[C:2]1[C:6]1[O:10][N:9]=[C:8]([C:11]([OH:13])=O)[CH:7]=1.O.[Cl-].COC1N=C(OC)N=C([N+]2(C)CCOCC2)N=1.[NH2:33][C:34]1[CH:35]=[CH:36][C:37]([F:48])=[C:38]([C:40]2([CH3:47])[CH2:45][O:44][CH2:43][C:42]([NH2:46])=[N:41]2)[CH:39]=1.[OH-].[Na+], predict the reaction product. The product is: [NH2:46][C:42]1[CH2:43][O:44][CH2:45][C:40]([C:38]2[CH:39]=[C:34]([NH:33][C:11]([C:8]3[CH:7]=[C:6]([C:2]4[O:1][CH:5]=[CH:4][CH:3]=4)[O:10][N:9]=3)=[O:13])[CH:35]=[CH:36][C:37]=2[F:48])([CH3:47])[N:41]=1. (4) Given the reactants [Cl:1][C:2]1[CH:3]=[C:4]([CH3:16])[C:5]2[O:10][CH:9]([CH:11]([CH3:13])[CH3:12])[C:8](=O)[NH:7][C:6]=2[CH:15]=1.B.O1CCCC1.Cl.O, predict the reaction product. The product is: [Cl:1][C:2]1[CH:3]=[C:4]([CH3:16])[C:5]2[O:10][CH:9]([CH:11]([CH3:12])[CH3:13])[CH2:8][NH:7][C:6]=2[CH:15]=1. (5) Given the reactants Cl.[CH3:2][C@@H:3]1[CH2:7][CH2:6][CH2:5][N:4]1[CH2:8][CH2:9][CH2:10][O:11][C:12]1[CH:17]=[CH:16][C:15]([N:18]2[CH:22]=[C:21]([C:23]([OH:25])=O)[CH:20]=[N:19]2)=[CH:14][CH:13]=1.O.O[N:28]1C2C=CC=CC=2N=N1.Cl.C(N=C=NCCCN(C)C)C.N.C(=O)(O)[O-].[Na+], predict the reaction product. The product is: [CH3:2][C@@H:3]1[CH2:7][CH2:6][CH2:5][N:4]1[CH2:8][CH2:9][CH2:10][O:11][C:12]1[CH:17]=[CH:16][C:15]([N:18]2[CH:22]=[C:21]([C:23]([NH2:28])=[O:25])[CH:20]=[N:19]2)=[CH:14][CH:13]=1. (6) Given the reactants [C:1]([OH:6])(=[O:5])[C:2]([OH:4])=[O:3].[CH2:7]1[CH:11]2[CH2:12][CH2:13][CH2:14][CH:10]2[CH2:9][N:8]1[CH2:15][CH2:16][CH2:17][CH2:18][NH:19][C:20]1[CH:27]=[CH:26][C:23]([C:24]#[N:25])=[CH:22][CH:21]=1.[OH-:28].[K+], predict the reaction product. The product is: [C:1]([OH:6])(=[O:5])[C:2]([OH:4])=[O:3].[CH2:9]1[CH:10]2[CH2:14][CH2:13][CH2:12][CH:11]2[CH2:7][N:8]1[CH2:15][CH2:16][CH2:17][CH2:18][NH:19][C:20]1[CH:27]=[CH:26][C:23]([C:24]([NH2:25])=[O:28])=[CH:22][CH:21]=1.